This data is from Forward reaction prediction with 1.9M reactions from USPTO patents (1976-2016). The task is: Predict the product of the given reaction. (1) The product is: [C:24]1([C:23]2[NH:7][C:2]3[C:3]([S:10]([OH:13])(=[O:12])=[O:11])=[CH:4][C:5]([S:15]([OH:18])(=[O:16])=[O:14])=[CH:6][C:1]=3[N:8]=2)[CH:29]=[CH:28][CH:27]=[CH:26][CH:25]=1. Given the reactants [C:1]1([NH2:8])[CH:6]=[CH:5][CH:4]=[CH:3][C:2]=1[NH2:7].O[S:10]([OH:13])(=[O:12])=[O:11].[OH:14][S:15]([OH:18])(=O)=[O:16].O=S(=O)=O.[C:23](O)(=O)[C:24]1[CH:29]=[CH:28][CH:27]=[CH:26][CH:25]=1, predict the reaction product. (2) Given the reactants C(OC([NH:8][C@H:9]([CH3:29])[CH2:10][O:11][C:12]1[CH:17]=[CH:16][C:15]([C:18]2[CH:23]=[CH:22][C:21]([C:24]([O:26][CH2:27][CH3:28])=[O:25])=[CH:20][CH:19]=2)=[CH:14][CH:13]=1)=O)(C)(C)C.Cl, predict the reaction product. The product is: [NH2:8][C@H:9]([CH3:29])[CH2:10][O:11][C:12]1[CH:13]=[CH:14][C:15]([C:18]2[CH:23]=[CH:22][C:21]([C:24]([O:26][CH2:27][CH3:28])=[O:25])=[CH:20][CH:19]=2)=[CH:16][CH:17]=1. (3) Given the reactants [I:1]I.[B-](F)(F)(F)F.[B-](F)(F)(F)F.C1[N+]2(CCl)CC[N+](F)(CC2)C1.[F:24][C:25]([F:45])([F:44])[C:26]1[CH:27]=[C:28]2[C:33](=[CH:34][CH:35]=1)[N:32]1[CH:36]=[CH:37][N:38]=[C:31]1[C:30]([NH:39][CH2:40][CH2:41][CH2:42][OH:43])=[N:29]2, predict the reaction product. The product is: [I:1][C:36]1[N:32]2[C:33]3[C:28]([N:29]=[C:30]([NH:39][CH2:40][CH2:41][CH2:42][OH:43])[C:31]2=[N:38][CH:37]=1)=[CH:27][C:26]([C:25]([F:44])([F:24])[F:45])=[CH:35][CH:34]=3. (4) Given the reactants C(OC(=O)[NH:7][C:8]1[CH:13]=[C:12]([CH3:14])[C:11]([C:15]([F:18])([F:17])[F:16])=[CH:10][C:9]=1[NH:19][C:20](=[O:37])[CH2:21][C:22]([C:24]1[CH:29]=[CH:28][CH:27]=[C:26]([C:30]2[CH:31]=[N:32][C:33]([CH3:36])=[CH:34][CH:35]=2)[CH:25]=1)=O)(C)(C)C.C(O)(C(F)(F)F)=O, predict the reaction product. The product is: [CH3:14][C:12]1[C:11]([C:15]([F:16])([F:18])[F:17])=[CH:10][C:9]2[NH:19][C:20](=[O:37])[CH2:21][C:22]([C:24]3[CH:29]=[CH:28][CH:27]=[C:26]([C:30]4[CH:31]=[N:32][C:33]([CH3:36])=[CH:34][CH:35]=4)[CH:25]=3)=[N:7][C:8]=2[CH:13]=1. (5) Given the reactants [N:1]1[CH:6]=[CH:5][N:4]=[CH:3][C:2]=1[C:7]([OH:9])=[O:8].[CH:10](=[O:17])[C:11]1[CH:16]=[CH:15][CH:14]=[CH:13][CH:12]=1.S(=O)(=O)(O)O.C(OOC(C)(C)C)(C)(C)C, predict the reaction product. The product is: [C:10]([C:5]1[N:4]=[CH:3][C:2]([C:7]([OH:9])=[O:8])=[N:1][CH:6]=1)(=[O:17])[C:11]1[CH:16]=[CH:15][CH:14]=[CH:13][CH:12]=1. (6) Given the reactants C(O[C:4](=[O:34])[CH2:5][CH2:6][N:7]1[CH2:12][CH2:11][CH:10]([NH:13][C:14]2[N:18]([CH2:19][C:20]3[C:25]([OH:26])=[CH:24][CH:23]=[C:22]([CH3:27])[N:21]=3)[C:17]3[CH:28]=[C:29]([CH3:33])[CH:30]=[C:31]([CH3:32])[C:16]=3[N:15]=2)[CH2:9][CH2:8]1)C.CO.[NH3:37], predict the reaction product. The product is: [OH:26][C:25]1[C:20]([CH2:19][N:18]2[C:17]3[CH:28]=[C:29]([CH3:33])[CH:30]=[C:31]([CH3:32])[C:16]=3[N:15]=[C:14]2[NH:13][CH:10]2[CH2:9][CH2:8][N:7]([CH2:6][CH2:5][C:4]([NH2:37])=[O:34])[CH2:12][CH2:11]2)=[N:21][C:22]([CH3:27])=[CH:23][CH:24]=1. (7) Given the reactants [Br:1][C:2]1[NH:3][C:4]2[CH2:5][CH2:6][CH2:7][C:8](=O)[C:9]=2[CH:10]=1.Cl.[NH2:13][OH:14].C([O-])(=O)C.[Na+], predict the reaction product. The product is: [Br:1][C:2]1[NH:3][C:4]2[CH2:5][CH2:6][CH2:7][C:8](=[N:13][OH:14])[C:9]=2[CH:10]=1. (8) Given the reactants [C:1]1([NH:7][NH2:8])[CH:6]=[CH:5][CH:4]=[CH:3][CH:2]=1.C(Cl)(Cl)(Cl)Cl.C(O[C:17](=[N:21][C:22](=O)[C:23]1[CH:28]=[CH:27][CH:26]=[CH:25][CH:24]=1)[CH2:18][CH2:19][CH3:20])C, predict the reaction product. The product is: [C:1]1([N:7]2[C:22]([C:23]3[CH:28]=[CH:27][CH:26]=[CH:25][CH:24]=3)=[N:21][C:17]([CH2:18][CH2:19][CH3:20])=[N:8]2)[CH:6]=[CH:5][CH:4]=[CH:3][CH:2]=1. (9) Given the reactants [N:1]1[CH:6]=[CH:5][C:4]([C:7]2[CH:16]=[CH:15][C:10]([C:11]([O:13][CH3:14])=[O:12])=[CH:9][CH:8]=2)=[CH:3][CH:2]=1, predict the reaction product. The product is: [NH:1]1[CH2:6][CH2:5][CH:4]([C:7]2[CH:16]=[CH:15][C:10]([C:11]([O:13][CH3:14])=[O:12])=[CH:9][CH:8]=2)[CH2:3][CH2:2]1.